Dataset: Full USPTO retrosynthesis dataset with 1.9M reactions from patents (1976-2016). Task: Predict the reactants needed to synthesize the given product. (1) The reactants are: [Br:1][C:2]1[CH:3]=[C:4]2[C:9](=[CH:10][CH:11]=1)[O:8][CH2:7][CH2:6][CH:5]2O.O.C1(C)C=CC(S(O)(=O)=O)=CC=1.C(=O)(O)[O-].[Na+]. Given the product [Br:1][C:2]1[CH:3]=[C:4]2[C:9](=[CH:10][CH:11]=1)[O:8][CH2:7][CH:6]=[CH:5]2, predict the reactants needed to synthesize it. (2) Given the product [NH2:1][C:2]1[CH:3]=[N:4][N:5]([CH:7]([C:22]2[CH:23]=[N:33][CH:25]=[CH:26][CH:27]=2)[CH2:8][CH2:13][C:12]#[N:11])[CH:6]=1, predict the reactants needed to synthesize it. The reactants are: [NH2:1][C:2]1[CH:3]=[N:4][N:5]([CH:7]([C:22]2[CH:27]=[CH:26][CH:25]=C[CH:23]=2)[C:8]2(F)[CH2:13][CH2:12][N:11](C(OC(C)(C)C)=O)CC2)[CH:6]=1.O=C(C1C=NC=CC=1)CCC#[N:33]. (3) Given the product [CH3:1][O:2][C:3]1[CH:4]=[C:5]2[C:10](=[CH:11][CH:12]=1)[CH:9]=[C:8]([B:19]([OH:24])[OH:20])[CH:7]=[CH:6]2, predict the reactants needed to synthesize it. The reactants are: [CH3:1][O:2][C:3]1[CH:4]=[C:5]2[C:10](=[CH:11][CH:12]=1)[CH:9]=[C:8](Br)[CH:7]=[CH:6]2.C([Li])CCC.[B:19](OC(C)C)([O:24]C(C)C)[O:20]C(C)C.Cl. (4) Given the product [F:1][C:2]1[CH:7]=[CH:6][CH:5]=[C:4]([F:8])[C:3]=1[N:9]1[C:14]2[N:15]=[C:16]([S:29][CH3:30])[N:17]=[C:18]([C:19]3[CH:20]=[C:21]([CH:25]=[CH:26][C:27]=3[CH3:28])[C:22]([NH:37][C:36]3[CH:38]=[CH:39][C:33]([F:32])=[CH:34][CH:35]=3)=[O:24])[C:13]=2[CH2:12][NH:11][C:10]1=[O:31], predict the reactants needed to synthesize it. The reactants are: [F:1][C:2]1[CH:7]=[CH:6][CH:5]=[C:4]([F:8])[C:3]=1[N:9]1[C:14]2[N:15]=[C:16]([S:29][CH3:30])[N:17]=[C:18]([C:19]3[CH:20]=[C:21]([CH:25]=[CH:26][C:27]=3[CH3:28])[C:22]([OH:24])=O)[C:13]=2[CH2:12][NH:11][C:10]1=[O:31].[F:32][C:33]1[CH:39]=[CH:38][C:36]([NH2:37])=[CH:35][CH:34]=1.CN(C(ON1N=NC2C=CC=NC1=2)=[N+](C)C)C.F[P-](F)(F)(F)(F)F.C(N(C(C)C)CC)(C)C. (5) The reactants are: [CH3:1][C:2]1([CH3:17])[C:10]2[C:5](=[CH:6][C:7]([N:11]3[CH2:16][CH2:15][O:14][CH2:13][CH2:12]3)=[CH:8][CH:9]=2)[NH:4][CH2:3]1.Cl[C:19]1[C:28]2[C:23](=[CH:24][CH:25]=[CH:26][CH:27]=2)[N:22]=[C:21]([C:29]2[CH:34]=[CH:33][CH:32]=[CH:31][C:30]=2[F:35])[C:20]=1[CH3:36].C(=O)([O-])[O-].[Cs+].[Cs+].C1C=CC(P(C2C(C3C(P(C4C=CC=CC=4)C4C=CC=CC=4)=CC=C4C=3C=CC=C4)=C3C(C=CC=C3)=CC=2)C2C=CC=CC=2)=CC=1. Given the product [CH3:1][C:2]1([CH3:17])[C:10]2[C:5](=[CH:6][C:7]([N:11]3[CH2:16][CH2:15][O:14][CH2:13][CH2:12]3)=[CH:8][CH:9]=2)[N:4]([C:19]2[C:28]3[C:23](=[CH:24][CH:25]=[CH:26][CH:27]=3)[N:22]=[C:21]([C:29]3[CH:34]=[CH:33][CH:32]=[CH:31][C:30]=3[F:35])[C:20]=2[CH3:36])[CH2:3]1, predict the reactants needed to synthesize it. (6) Given the product [C:33]([C:2]1[C:3]([C@@H:8]([NH:19][C:20](=[O:26])[O:21][C:22]([CH3:25])([CH3:24])[CH3:23])[C:9]2[CH:14]=[CH:13][C:12]([C:15]([F:17])([F:16])[F:18])=[CH:11][CH:10]=2)=[N:4][CH:5]=[CH:6][CH:7]=1)#[C:34][CH3:35], predict the reactants needed to synthesize it. The reactants are: Br[C:2]1[C:3]([C@@H:8]([NH:19][C:20](=[O:26])[O:21][C:22]([CH3:25])([CH3:24])[CH3:23])[C:9]2[CH:14]=[CH:13][C:12]([C:15]([F:18])([F:17])[F:16])=[CH:11][CH:10]=2)=[N:4][CH:5]=[CH:6][CH:7]=1.O1CCOCC1.[CH2:33]([Sn](CCCC)(CCCC)C#CC)[CH2:34][CH2:35]C. (7) The reactants are: [CH3:1][C:2](=[CH2:5])[CH2:3][OH:4].CC(N=NC(C#N)(C)C)(C#N)C.[Cl:18][C:19]1[CH:24]=[CH:23][C:22]([SH:25])=[CH:21][CH:20]=1.[C:26]1(=[O:31])[CH2:30][CH2:29][CH2:28][CH2:27]1.CC1C=CC(S(O)(=O)=[O:40])=CC=1. Given the product [Cl:18][C:19]1[CH:24]=[CH:23][C:22]([S:25][CH2:5][C:2]2([CH3:1])[CH2:3][O:4][C:26]3([CH2:30][CH2:29][CH2:28][CH2:27]3)[O:31][O:40]2)=[CH:21][CH:20]=1, predict the reactants needed to synthesize it.